This data is from NCI-60 drug combinations with 297,098 pairs across 59 cell lines. The task is: Regression. Given two drug SMILES strings and cell line genomic features, predict the synergy score measuring deviation from expected non-interaction effect. Drug 1: C1CCC(CC1)NC(=O)N(CCCl)N=O. Drug 2: CCCCCOC(=O)NC1=NC(=O)N(C=C1F)C2C(C(C(O2)C)O)O. Cell line: OVCAR-5. Synergy scores: CSS=10.0, Synergy_ZIP=-3.32, Synergy_Bliss=-2.42, Synergy_Loewe=-3.49, Synergy_HSA=-3.48.